This data is from Catalyst prediction with 721,799 reactions and 888 catalyst types from USPTO. The task is: Predict which catalyst facilitates the given reaction. (1) Reactant: [CH2:1]([O:8][C@H:9]1[CH2:13][N:12]([C:14]([O:16][C:17]([CH3:20])([CH3:19])[CH3:18])=[O:15])[C@H:11]([CH2:21][OH:22])[CH2:10]1)[C:2]1[CH:7]=[CH:6][CH:5]=[CH:4][CH:3]=1.C(N(CC)CC)C.O. Product: [CH2:1]([O:8][C@H:9]1[CH2:13][N:12]([C:14]([O:16][C:17]([CH3:18])([CH3:19])[CH3:20])=[O:15])[C@H:11]([CH:21]=[O:22])[CH2:10]1)[C:2]1[CH:7]=[CH:6][CH:5]=[CH:4][CH:3]=1. The catalyst class is: 764. (2) Reactant: O[CH2:2][CH:3]1[C:20]2[C@:15]([CH3:22])([CH:16]=[CH:17][C:18](=[O:21])[CH:19]=2)[C@@H:14]2[C@H:5]([C@H:6]3[C@@:10]([CH2:12][CH2:13]2)([CH3:11])[C:9](=[O:23])[CH2:8][CH2:7]3)[CH2:4]1.O.C1(C)C=CC(S(O)(=O)=O)=CC=1.C(=O)(O)[O-].[Na+]. Product: [CH3:11][C@@:10]12[C:9](=[O:23])[CH2:8][CH2:7][C@H:6]1[C@@H:5]1[CH2:4][C:3]([C:20]3[C@@:15]([CH3:22])([C@H:14]1[CH2:13][CH2:12]2)[CH:16]=[CH:17][C:18](=[O:21])[CH:19]=3)=[CH2:2]. The catalyst class is: 11. (3) Product: [CH:1]1([N:9]2[CH2:10][CH2:11][CH2:12][N:6]([C:13]([C@H:15]3[CH2:19][C@@H:18]([OH:20])[CH2:17][N:16]3[C:21](=[O:23])[CH3:22])=[O:14])[CH2:7][CH2:8]2)[CH2:4][CH2:3][CH2:2]1. Reactant: [C:1]1(=O)[CH2:4][CH2:3][CH2:2]1.[N:6]1([C:13]([C@H:15]2[CH2:19][C@@H:18]([OH:20])[CH2:17][N:16]2[C:21](=[O:23])[CH3:22])=[O:14])[CH2:12][CH2:11][CH2:10][NH:9][CH2:8][CH2:7]1.C(O[BH-](OC(=O)C)OC(=O)C)(=O)C.[Na+].[OH-].[Na+].[O-]S([O-])(=O)=O.[Mg+2]. The catalyst class is: 68. (4) Reactant: [Si]([O:8][C:9]1[CH:18]=[C:17]2[C:12]([C:13]([C:34]3[CH:39]=[CH:38][C:37]([O:40][CH3:41])=[CH:36][CH:35]=3)(O)[CH:14]([C:19]3[CH:24]=[CH:23][C:22]([O:25][Si](C(C)(C)C)(C)C)=[CH:21][CH:20]=3)[CH2:15][O:16]2)=[CH:11][CH:10]=1)(C(C)(C)C)(C)C.CC1C=CC(S(O)(=O)=O)=CC=1.C(O)C. Product: [OH:25][C:22]1[CH:21]=[CH:20][C:19]([C:14]2[CH2:15][O:16][C:17]3[C:12]([C:13]=2[C:34]2[CH:39]=[CH:38][C:37]([O:40][CH3:41])=[CH:36][CH:35]=2)=[CH:11][CH:10]=[C:9]([OH:8])[CH:18]=3)=[CH:24][CH:23]=1. The catalyst class is: 5.